Dataset: Forward reaction prediction with 1.9M reactions from USPTO patents (1976-2016). Task: Predict the product of the given reaction. (1) Given the reactants Br[C:2]1[NH:3][C:4]2[C:9]([C:10]=1C1CCCCC1)=[CH:8][CH:7]=[C:6]([C:17]([NH:19]S(N(C)C)(=O)=O)=[O:18])[CH:5]=2.COC1C=CC(B(O)O)=C(C=O)C=1.[Li+].[Cl-].C([O-])([O-])=O.[Na+].[Na+], predict the reaction product. The product is: [NH:3]1[C:4]2[C:9](=[CH:8][CH:7]=[C:6]([C:17]([NH2:19])=[O:18])[CH:5]=2)[CH:10]=[CH:2]1. (2) Given the reactants [NH2:1][C:2]1[N:7]=[C:6]([N:8]2[CH2:30][CH2:29][C:11]3([CH2:15][N:14]([C:16]([O:18][CH2:19][C:20]4[CH:25]=[CH:24][CH:23]=[CH:22][CH:21]=4)=[O:17])[C@H:13]([C:26]([OH:28])=[O:27])[CH2:12]3)[CH2:10][CH2:9]2)[CH:5]=[C:4]([O:31][C@H:32]([C:37]2[CH:42]=[CH:41][C:40]([Br:43])=[CH:39][C:38]=2[N:44]2[CH:48]=[CH:47][C:46]([CH3:49])=[N:45]2)[C:33]([F:36])([F:35])[F:34])[N:3]=1.[CH2:50](Br)[C:51]1[CH:56]=[CH:55][CH:54]=[CH:53][CH:52]=1.C([O-])(O)=O.[Na+], predict the reaction product. The product is: [NH2:1][C:2]1[N:7]=[C:6]([N:8]2[CH2:30][CH2:29][C:11]3([CH2:15][N:14]([C:16]([O:18][CH2:19][C:20]4[CH:25]=[CH:24][CH:23]=[CH:22][CH:21]=4)=[O:17])[C@H:13]([C:26]([O:28][CH2:50][C:51]4[CH:56]=[CH:55][CH:54]=[CH:53][CH:52]=4)=[O:27])[CH2:12]3)[CH2:10][CH2:9]2)[CH:5]=[C:4]([O:31][C@H:32]([C:37]2[CH:42]=[CH:41][C:40]([Br:43])=[CH:39][C:38]=2[N:44]2[CH:48]=[CH:47][C:46]([CH3:49])=[N:45]2)[C:33]([F:35])([F:34])[F:36])[N:3]=1. (3) Given the reactants N=[C:2]1[CH:7]=[CH:6][CH:5]=[CH:4][N:3]1[NH:8][C:9]([N:11]1C=CN=C1)=[S:10].Cl[CH2:17][C:18]1[N:19]=[C:20]2[C:28]3[C:23](=[CH:24][CH:25]=[CH:26][CH:27]=3)[CH2:22][N:21]2[CH:29]=1, predict the reaction product. The product is: [N:11]1[C:9]([S:10][CH2:17][C:18]2[N:19]=[C:20]3[C:28]4[C:23](=[CH:24][CH:25]=[CH:26][CH:27]=4)[CH2:22][N:21]3[CH:29]=2)=[N:8][N:3]2[CH:2]=[CH:7][CH:6]=[CH:5][C:4]=12.